From a dataset of Catalyst prediction with 721,799 reactions and 888 catalyst types from USPTO. Predict which catalyst facilitates the given reaction. (1) The catalyst class is: 113. Product: [Br:1][C:2]1[CH:3]=[CH:4][C:5]2[N:12]([C:13]3[CH:18]=[CH:17][CH:16]=[CH:15][CH:14]=3)[C:8]([CH3:9])=[N:7][C:6]=2[CH:11]=1. Reactant: [Br:1][C:2]1[CH:3]=[CH:4][C:5]([NH:12][C:13]2[CH:18]=[CH:17][CH:16]=[CH:15][CH:14]=2)=[C:6]([CH:11]=1)[NH:7][C:8](=O)[CH3:9]. (2) Reactant: [Br:1][C:2]1[C:3]([CH3:8])=[N:4][CH:5]=[CH:6][CH:7]=1.C1C(=O)N([Br:16])C(=O)C1.C(OOC(=O)C1C=CC=CC=1)(=O)C1C=CC=CC=1. Product: [Br:1][C:2]1[C:3]([CH2:8][Br:16])=[N:4][CH:5]=[CH:6][CH:7]=1. The catalyst class is: 53. (3) Reactant: [BrH:1].[CH:2]([C:5]1[CH:10]=[CH:9][CH:8]=[CH:7][C:6]=1[CH2:11]O)([CH3:4])[CH3:3]. Product: [Br:1][CH2:11][C:6]1[CH:7]=[CH:8][CH:9]=[CH:10][C:5]=1[CH:2]([CH3:4])[CH3:3]. The catalyst class is: 2. (4) Reactant: [CH3:1][O:2][C:3]([C@@H:5]1[CH2:9][CH2:8][C@H:7]([C:10]2[CH:15]=[CH:14][CH:13]=[CH:12][C:11]=2[Cl:16])[N:6]1[C:17]([C:19]1[C:20]([C:25]2[CH:30]=[CH:29][CH:28]=[CH:27][C:26]=2/[C:31](=[N:33]\O)/[NH2:32])=[CH:21][CH:22]=[CH:23][CH:24]=1)=[O:18])=[O:4].CCO.C1COCC1.CC(O)=O.N#N. Product: [C:31]([C:26]1[CH:27]=[CH:28][CH:29]=[CH:30][C:25]=1[C:20]1[C:19]([C:17]([N:6]2[C@@H:7]([C:10]3[CH:15]=[CH:14][CH:13]=[CH:12][C:11]=3[Cl:16])[CH2:8][CH2:9][C@H:5]2[C:3]([O:2][CH3:1])=[O:4])=[O:18])=[CH:24][CH:23]=[CH:22][CH:21]=1)(=[NH:32])[NH2:33]. The catalyst class is: 769.